This data is from Catalyst prediction with 721,799 reactions and 888 catalyst types from USPTO. The task is: Predict which catalyst facilitates the given reaction. (1) Reactant: [Cl:1][C:2]1[C:10]2[C:5](=[CH:6][C:7]([F:20])=[C:8]([CH2:11][NH:12]C(=O)OC(C)(C)C)[CH:9]=2)[NH:4][CH:3]=1.Cl. Product: [ClH:1].[Cl:1][C:2]1[C:10]2[C:5](=[CH:6][C:7]([F:20])=[C:8]([CH2:11][NH2:12])[CH:9]=2)[NH:4][CH:3]=1. The catalyst class is: 25. (2) Reactant: [CH3:1][C@H:2]1[CH2:6][CH2:5][CH2:4][NH:3]1.[CH2:7]([O:9][C:10]([C:12]1[S:13][CH:14]=[C:15]([C:17](O)=[O:18])[N:16]=1)=[O:11])[CH3:8].C(P1(=O)OP(=O)(CCC)OP(=O)(CCC)O1)CC.CCN(C(C)C)C(C)C.C(=O)(O)[O-].[Na+]. Product: [CH3:1][C@H:2]1[CH2:6][CH2:5][CH2:4][N:3]1[C:17]([C:15]1[N:16]=[C:12]([C:10]([O:9][CH2:7][CH3:8])=[O:11])[S:13][CH:14]=1)=[O:18]. The catalyst class is: 504. (3) Reactant: [CH3:1][CH:2]([C:4]1[C:5]([C:17]2[CH:22]=[CH:21][CH:20]=[CH:19][CH:18]=2)=[C:6]([OH:16])[C:7]2[C:12]([CH:13]=1)=[CH:11][C:10]([O:14][CH3:15])=[CH:9][CH:8]=2)[CH3:3].[H-].[Na+].F[C:26]1[CH:33]=[CH:32][C:29]([CH:30]=[O:31])=[CH:28][CH:27]=1. Product: [CH3:3][CH:2]([C:4]1[C:5]([C:17]2[CH:22]=[CH:21][CH:20]=[CH:19][CH:18]=2)=[C:6]([O:16][C:26]2[CH:33]=[CH:32][C:29]([CH:30]=[O:31])=[CH:28][CH:27]=2)[C:7]2[C:12]([CH:13]=1)=[CH:11][C:10]([O:14][CH3:15])=[CH:9][CH:8]=2)[CH3:1]. The catalyst class is: 3. (4) Product: [Cl-:25].[O:1]1[CH2:6][CH2:5][N:4]([CH:7]([C:19]2[CH:24]=[CH:23][CH:22]=[CH:21][CH:20]=2)[C:8]([O:10][C@@H:11]2[CH:16]3[CH2:15][CH2:14][N+:13]([CH2:26][C:27](=[O:28])[C:29]4[CH:34]=[CH:33][CH:32]=[CH:31][CH:30]=4)([CH2:18][CH2:17]3)[CH2:12]2)=[O:9])[CH2:3][CH2:2]1. Reactant: [O:1]1[CH2:6][CH2:5][N:4]([CH:7]([C:19]2[CH:24]=[CH:23][CH:22]=[CH:21][CH:20]=2)[C:8]([O:10][C@@H:11]2[CH:16]3[CH2:17][CH2:18][N:13]([CH2:14][CH2:15]3)[CH2:12]2)=[O:9])[CH2:3][CH2:2]1.[Cl:25][CH2:26][C:27]([C:29]1[CH:34]=[CH:33][CH:32]=[CH:31][CH:30]=1)=[O:28]. The catalyst class is: 13. (5) Reactant: Cl[C:2]1[N:7]=[C:6]([C@@H:8]([NH:18][C:19](=[O:35])[CH2:20][N:21]2[C:25]3[C:26]([F:31])([F:30])[C@@H:27]4[CH2:29][C@@H:28]4[C:24]=3[C:23]([CH:32]([F:34])[F:33])=[N:22]2)[CH2:9][C:10]2[CH:15]=[C:14]([F:16])[CH:13]=[C:12]([F:17])[CH:11]=2)[C:5]([C:36]2[CH:37]=[CH:38][C:39]([Cl:51])=[C:40]3[C:44]=2[N:43]([CH3:45])[N:42]=[C:41]3[NH:46][S:47]([CH3:50])(=[O:49])=[O:48])=[CH:4][CH:3]=1.[F:52][CH2:53][C:54]([CH2:58][F:59])([OH:57])[C:55]#[CH:56].C(NCC)C. Product: [Cl:51][C:39]1[CH:38]=[CH:37][C:36]([C:5]2[C:6]([C@@H:8]([NH:18][C:19](=[O:35])[CH2:20][N:21]3[C:25]4[C:26]([F:30])([F:31])[C@@H:27]5[CH2:29][C@@H:28]5[C:24]=4[C:23]([CH:32]([F:34])[F:33])=[N:22]3)[CH2:9][C:10]3[CH:11]=[C:12]([F:17])[CH:13]=[C:14]([F:16])[CH:15]=3)=[N:7][C:2]([C:56]#[C:55][C:54]([CH2:58][F:59])([OH:57])[CH2:53][F:52])=[CH:3][CH:4]=2)=[C:44]2[C:40]=1[C:41]([NH:46][S:47]([CH3:50])(=[O:48])=[O:49])=[N:42][N:43]2[CH3:45]. The catalyst class is: 538. (6) Reactant: [C:1]([O:4][CH2:5][CH2:6][O:7][C:8]1[CH:13]=[CH:12][C:11]([C:14](=[O:18])[CH:15]([CH3:17])[CH3:16])=[CH:10][CH:9]=1)(=[O:3])[CH3:2].[Br:19]Br. Product: [C:1]([O:4][CH2:5][CH2:6][O:7][C:8]1[CH:9]=[CH:10][C:11]([C:14](=[O:18])[C:15]([Br:19])([CH3:16])[CH3:17])=[CH:12][CH:13]=1)(=[O:3])[CH3:2]. The catalyst class is: 15. (7) Reactant: I[C:2]1[CH:7]=[CH:6][C:5]([O:8][CH3:9])=[CH:4][CH:3]=1.[O-]P([O-])([O-])=O.[K+].[K+].[K+].CNC1CCCCC1NC.[O:28]1[C:32]2=[CH:33][C:34]3[C:35]([C:40]#[N:41])=[CH:36][NH:37][C:38]=3[CH:39]=[C:31]2[O:30][CH2:29]1. Product: [CH3:9][O:8][C:5]1[CH:6]=[CH:7][C:2]([N:37]2[C:38]3[CH:39]=[C:31]4[O:30][CH2:29][O:28][C:32]4=[CH:33][C:34]=3[C:35]([C:40]#[N:41])=[CH:36]2)=[CH:3][CH:4]=1. The catalyst class is: 432.